This data is from Catalyst prediction with 721,799 reactions and 888 catalyst types from USPTO. The task is: Predict which catalyst facilitates the given reaction. (1) Reactant: [NH2:1][C:2]1[CH:10]=[C:9]([CH3:11])[CH:8]=[CH:7][C:3]=1[C:4]([NH2:6])=[O:5].[F:12][C:13]1[CH:18]=[CH:17][C:16]([CH:19]2[O:23]C(=O)O[C:20]2=O)=[CH:15][CH:14]=1.C[O-].[Na+].CO. Product: [F:12][C:13]1[CH:18]=[CH:17][C:16]([CH:19]([C:20]2[N:6]=[C:4]([OH:5])[C:3]3[C:2](=[CH:10][C:9]([CH3:11])=[CH:8][CH:7]=3)[N:1]=2)[OH:23])=[CH:15][CH:14]=1. The catalyst class is: 1. (2) Reactant: [C:1]1([CH:8]=[CH:7][C:5]([OH:6])=[CH:4][CH:3]=1)[OH:2].[I-].[K+].C(=O)([O-])[O-].[K+].[K+].Br[CH2:18][CH2:19][CH2:20][CH2:21][CH2:22][CH2:23][CH2:24][CH2:25][CH2:26][CH2:27][CH3:28]. Product: [CH2:28]([O:2][C:1]1[CH:8]=[CH:7][C:5]([OH:6])=[CH:4][CH:3]=1)[CH2:27][CH2:26][CH2:25][CH2:24][CH2:23][CH2:22][CH2:21][CH2:20][CH2:19][CH3:18]. The catalyst class is: 311. (3) Reactant: [CH3:1][O:2][C:3](=[O:24])[CH2:4][NH:5][C:6]([C:8]1[CH:9]=[CH:10][CH:11]=[C:12]2[O:16][C:15]([NH:17][CH:18]3[CH2:23][CH2:22][NH:21][CH2:20][CH2:19]3)=[N:14][C:13]=12)=[O:7].[CH2:25]([O:27][C:28]1[CH:29]=[C:30]([CH:33]=[CH:34][C:35]=1[O:36][CH3:37])[CH:31]=O)[CH3:26].C([BH3-])#N.[Na+].C(N(C(C)C)C(C)C)C. Product: [CH3:1][O:2][C:3](=[O:24])[CH2:4][NH:5][C:6]([C:8]1[CH:9]=[CH:10][CH:11]=[C:12]2[O:16][C:15]([NH:17][CH:18]3[CH2:23][CH2:22][N:21]([CH2:31][C:30]4[CH:33]=[CH:34][C:35]([O:36][CH3:37])=[C:28]([O:27][CH2:25][CH3:26])[CH:29]=4)[CH2:20][CH2:19]3)=[N:14][C:13]=12)=[O:7]. The catalyst class is: 212. (4) Reactant: [CH3:1][O:2][C:3]1[CH:8]=[C:7]([CH3:9])[CH:6]=[CH:5][C:4]=1[C:10]1[O:14][C:13]([SH:15])=[N:12][N:11]=1.C(=O)([O-])[O-].[K+].[K+].Br[CH2:23][CH2:24][C:25]([O:27][C:28]([CH3:31])([CH3:30])[CH3:29])=[O:26].ClCCl. Product: [CH3:1][O:2][C:3]1[CH:8]=[C:7]([CH3:9])[CH:6]=[CH:5][C:4]=1[C:10]1[O:14][C:13]([S:15][CH2:23][CH2:24][C:25]([O:27][C:28]([CH3:31])([CH3:30])[CH3:29])=[O:26])=[N:12][N:11]=1. The catalyst class is: 21.